This data is from Drug-target binding data from BindingDB using Ki measurements. The task is: Regression. Given a target protein amino acid sequence and a drug SMILES string, predict the binding affinity score between them. We predict pKi (pKi = -log10(Ki in M); higher means stronger inhibition). Dataset: bindingdb_ki. (1) The compound is CC(C)C[C@H](NC(=O)CC[C@H](N)C(=O)O)C(=O)N[C@@H](CCCN)C(=O)O. The target protein (P90518) has sequence MSSLPHNHHYETHHRGTAEVPFDELIGVTPDGVPVISNGNEAHFSNLESITAACLPLSSFERKAPCKQPYRKMGVKWQCVEFVRRYLASRKAVWMTSLCTAEEVWREENLFVDVRDGRPVEVVRTPNKSTGPAPAVADIVVWGEGPETPFGHVAIVTEVCASCVRVAEQNQGFEKWPEDVPFSREIAMRTTESGEVELLDEDPLLGWVTVQAPFYNFDDGDLADSFRLVVGQGQILRQPFPKHVDVPWLNTGEECDTILKHSLVVDGNMGEGAHAEEGDVPGAFYFLDYDMFCRLGRAASSLHRIAMAATAKVLEDPESTHLLEHYFGVPPEIQPLLRRSWEMTPPMGGRFDFGYDGKNVVMLEYNCDSSGALLECCNTQEKMARFYGVSQGTSTGSFLGAKCVTYFQRLLTNEKVCPQHRLIHFMIDEDDEERYTARCMMGFAEQAGFRTKLCVKLVNFRYRDGPPSNAAPLATPCDHPTIVDGEDEEVLMVWKTWSWD.... The pKi is 4.4. (2) The target protein sequence is PQITLWKRPLVTVKIGGQLREALLDTGADDTVLEDINLPGKWKPKMIGGVGGFIKVKQYEQVLIEICGKKVIGTVLVGPTPVNIIGRNMLTQIGCTLNF. The pKi is 9.5. The drug is CC(C)CN(C[C@@H](O)[C@H](Cc1ccccc1)NC(=O)O[C@H]1CO[C@H]2OCC[C@@H]12)S(=O)(=O)c1ccc(N)cc1.